This data is from Experimentally validated miRNA-target interactions with 360,000+ pairs, plus equal number of negative samples. The task is: Binary Classification. Given a miRNA mature sequence and a target amino acid sequence, predict their likelihood of interaction. The miRNA is mmu-miR-6344 with sequence GUUUUCCUACUGUUUCCCUUUU. The protein sequence of the target gene is MTEPSQKNNSTQQELTNHLFPEKSSQIGQKQLQQIERQLKCLAFQNPGPQVADFNPETRQQKKKARMSKMNEYFSVKYKVMKKYDKSGRLICNDVDLCDCLEKNCLGCFYPCPKCNSNKCGPECRCNRRWVYDAIVTESGEVINTLPFSVPD. Result: 0 (no interaction).